Dataset: Catalyst prediction with 721,799 reactions and 888 catalyst types from USPTO. Task: Predict which catalyst facilitates the given reaction. (1) Reactant: [NH2:1][C:2]1[C:7]([F:8])=[CH:6][C:5]([O:9][CH3:10])=[CH:4][C:3]=1[NH:11][CH:12]1[CH2:17][CH2:16][N:15]([C:18]([O:20][C:21]([CH3:24])([CH3:23])[CH3:22])=[O:19])[CH2:14][CH2:13]1.[C:25](C1NC=CN=1)(C1NC=CN=1)=[O:26]. Product: [F:8][C:7]1[C:2]2[NH:1][C:25](=[O:26])[N:11]([CH:12]3[CH2:13][CH2:14][N:15]([C:18]([O:20][C:21]([CH3:24])([CH3:23])[CH3:22])=[O:19])[CH2:16][CH2:17]3)[C:3]=2[CH:4]=[C:5]([O:9][CH3:10])[CH:6]=1. The catalyst class is: 7. (2) Reactant: [OH:1][B:2]1[C:6]2[CH:7]=[C:8]([O:11][C:12]3[CH:17]=[CH:16][CH:15]=[C:14]([OH:18])[CH:13]=3)[CH:9]=[CH:10][C:5]=2[CH:4]([CH2:19][CH2:20][C:21]([O:23]CC)=[O:22])[O:3]1.[H-].[Na+].Br[CH2:29][CH2:30][CH2:31][NH:32]C(=O)OC(C)(C)C.[OH-].[Na+].Cl. Product: [NH2:32][CH2:31][CH2:30][CH2:29][O:18][C:14]1[CH:13]=[C:12]([CH:17]=[CH:16][CH:15]=1)[O:11][C:8]1[CH:9]=[CH:10][C:5]2[CH:4]([CH2:19][CH2:20][C:21]([OH:23])=[O:22])[O:3][B:2]([OH:1])[C:6]=2[CH:7]=1. The catalyst class is: 3. (3) Reactant: [CH:1]1([CH2:6][CH:7]([C:22]2[NH:30][C:25]3=[N:26][CH:27]=[CH:28][CH:29]=[C:24]3[CH:23]=2)[C:8]2[CH:13]=[CH:12][C:11]([S:14]([CH2:17][CH2:18][O:19]CC)(=[O:16])=[O:15])=[CH:10][CH:9]=2)[CH2:5][CH2:4][CH2:3][CH2:2]1.B(Br)(Br)Br. Product: [CH:1]1([CH2:6][CH:7]([C:8]2[CH:9]=[CH:10][C:11]([S:14]([CH2:17][CH2:18][OH:19])(=[O:16])=[O:15])=[CH:12][CH:13]=2)[C:22]2[NH:30][C:25]3=[N:26][CH:27]=[CH:28][CH:29]=[C:24]3[CH:23]=2)[CH2:5][CH2:4][CH2:3][CH2:2]1. The catalyst class is: 4.